This data is from NCI-60 drug combinations with 297,098 pairs across 59 cell lines. The task is: Regression. Given two drug SMILES strings and cell line genomic features, predict the synergy score measuring deviation from expected non-interaction effect. (1) Drug 1: CC(C)NC(=O)C1=CC=C(C=C1)CNNC.Cl. Drug 2: C1C(C(OC1N2C=NC(=NC2=O)N)CO)O. Cell line: SK-MEL-5. Synergy scores: CSS=12.4, Synergy_ZIP=1.25, Synergy_Bliss=4.34, Synergy_Loewe=8.21, Synergy_HSA=8.08. (2) Drug 1: CC1=C(C=C(C=C1)NC2=NC=CC(=N2)N(C)C3=CC4=NN(C(=C4C=C3)C)C)S(=O)(=O)N.Cl. Drug 2: C1=CC(=C2C(=C1NCCNCCO)C(=O)C3=C(C=CC(=C3C2=O)O)O)NCCNCCO. Cell line: HCT116. Synergy scores: CSS=55.1, Synergy_ZIP=9.72, Synergy_Bliss=6.44, Synergy_Loewe=-30.4, Synergy_HSA=6.02. (3) Drug 1: CN(C)C1=NC(=NC(=N1)N(C)C)N(C)C. Drug 2: CC1C(C(CC(O1)OC2CC(OC(C2O)C)OC3=CC4=CC5=C(C(=O)C(C(C5)C(C(=O)C(C(C)O)O)OC)OC6CC(C(C(O6)C)O)OC7CC(C(C(O7)C)O)OC8CC(C(C(O8)C)O)(C)O)C(=C4C(=C3C)O)O)O)O. Cell line: OVCAR-4. Synergy scores: CSS=15.1, Synergy_ZIP=5.70, Synergy_Bliss=8.41, Synergy_Loewe=-71.4, Synergy_HSA=5.06. (4) Drug 1: C1CCN(CC1)CCOC2=CC=C(C=C2)C(=O)C3=C(SC4=C3C=CC(=C4)O)C5=CC=C(C=C5)O. Drug 2: CC1=C2C(C(=O)C3(C(CC4C(C3C(C(C2(C)C)(CC1OC(=O)C(C(C5=CC=CC=C5)NC(=O)OC(C)(C)C)O)O)OC(=O)C6=CC=CC=C6)(CO4)OC(=O)C)OC)C)OC. Cell line: RXF 393. Synergy scores: CSS=41.3, Synergy_ZIP=14.6, Synergy_Bliss=18.2, Synergy_Loewe=-3.92, Synergy_HSA=19.3. (5) Drug 2: CC12CCC(CC1=CCC3C2CCC4(C3CC=C4C5=CN=CC=C5)C)O. Cell line: MCF7. Synergy scores: CSS=12.0, Synergy_ZIP=-4.11, Synergy_Bliss=2.48, Synergy_Loewe=1.31, Synergy_HSA=2.54. Drug 1: CN1CCC(CC1)COC2=C(C=C3C(=C2)N=CN=C3NC4=C(C=C(C=C4)Br)F)OC.